Task: Regression. Given a peptide amino acid sequence and an MHC pseudo amino acid sequence, predict their binding affinity value. This is MHC class I binding data.. Dataset: Peptide-MHC class I binding affinity with 185,985 pairs from IEDB/IMGT (1) The peptide sequence is MLKRARNRV. The MHC is HLA-B08:01 with pseudo-sequence HLA-B08:01. The binding affinity (normalized) is 0.702. (2) The peptide sequence is AIIRILQQL. The MHC is HLA-A30:02 with pseudo-sequence HLA-A30:02. The binding affinity (normalized) is 0.0343. (3) The peptide sequence is VILFIMFMLI. The MHC is HLA-B51:01 with pseudo-sequence HLA-B51:01. The binding affinity (normalized) is 0.174. (4) The binding affinity (normalized) is 0.365. The MHC is HLA-A68:02 with pseudo-sequence HLA-A68:02. The peptide sequence is VVIVENDNV. (5) The peptide sequence is IDPTLTTWI. The MHC is HLA-B45:01 with pseudo-sequence HLA-B45:01. The binding affinity (normalized) is 0.179. (6) The peptide sequence is KSRCGSLGY. The MHC is HLA-A69:01 with pseudo-sequence HLA-A69:01. The binding affinity (normalized) is 0.0847. (7) The peptide sequence is EESVYKIL. The MHC is HLA-A02:06 with pseudo-sequence HLA-A02:06. The binding affinity (normalized) is 0. (8) The peptide sequence is KLFGTVDSL. The MHC is HLA-A68:02 with pseudo-sequence HLA-A68:02. The binding affinity (normalized) is 0.0266.